From a dataset of Reaction yield outcomes from USPTO patents with 853,638 reactions. Predict the reaction yield, written as a fraction of the theoretical maximum amount of product (1.0 means a 100% yield; for example, 0.34 means a 34% yield). (1) The reactants are [NH:1]1[C:9]2[C:4](=[CH:5][C:6]([C:10]([OH:12])=[O:11])=[CH:7][CH:8]=2)[CH:3]=[N:2]1.[CH3:13][C:14]1([CH3:17])[CH2:16][O:15]1.[C:18]([O-])([O-])=O.[K+].[K+].[OH2:24].CN1[C:30](=O)[CH2:29][CH2:28]C1. No catalyst specified. The product is [OH:24][C:29]([CH3:28])([CH3:30])[CH2:18][N:1]1[C:9]2[C:4](=[CH:5][C:6]([C:10]([O:12][CH2:13][C:14]([OH:15])([CH3:17])[CH3:16])=[O:11])=[CH:7][CH:8]=2)[CH:3]=[N:2]1. The yield is 0.620. (2) The reactants are [OH:1][C:2]1[C:3]([O:20][CH3:21])=[C:4]([C:10]2[CH:11]=[C:12]3[C:16](=[CH:17][CH:18]=2)[C:15](=[O:19])[O:14][CH2:13]3)[CH:5]=[CH:6][C:7]=1[O:8][CH3:9].C(=O)([O-])[O-].[K+].[K+].Br[CH2:29][C:30]1([CH3:34])[CH2:33][O:32][CH2:31]1. The catalyst is C(#N)C. The product is [CH3:21][O:20][C:3]1[C:2]([O:1][CH2:29][C:30]2([CH3:34])[CH2:33][O:32][CH2:31]2)=[C:7]([O:8][CH3:9])[CH:6]=[CH:5][C:4]=1[C:10]1[CH:11]=[C:12]2[C:16](=[CH:17][CH:18]=1)[C:15](=[O:19])[O:14][CH2:13]2. The yield is 0.484. (3) The reactants are [OH:1][C:2]1[CH:7]=[CH:6][C:5]([C:8](=[C:24]2[CH2:29][CH2:28][O:27][CH2:26][CH2:25]2)[C:9]2[CH:14]=[CH:13][C:12](/[CH:15]=[CH:16]/[C:17]([O:19][C:20]([CH3:23])([CH3:22])[CH3:21])=[O:18])=[CH:11][CH:10]=2)=[CH:4][CH:3]=1.Br[C:31]1C=CC(C(=C2CCOCC2)C2C=CC(O)=CC=2)=CC=1.C(OC(C)(C)C)(=O)C(C)=C.CC1C=CC=CC=1P(C1C=CC=CC=1C)C1C=CC=CC=1C.CCN(CC)CC. The catalyst is CC([O-])=O.CC([O-])=O.[Pd+2].CN(C=O)C. The product is [OH:1][C:2]1[CH:3]=[CH:4][C:5]([C:8](=[C:24]2[CH2:29][CH2:28][O:27][CH2:26][CH2:25]2)[C:9]2[CH:14]=[CH:13][C:12](/[CH:15]=[C:16](\[CH3:31])/[C:17]([O:19][C:20]([CH3:23])([CH3:22])[CH3:21])=[O:18])=[CH:11][CH:10]=2)=[CH:6][CH:7]=1. The yield is 0.590.